This data is from NCI-60 drug combinations with 297,098 pairs across 59 cell lines. The task is: Regression. Given two drug SMILES strings and cell line genomic features, predict the synergy score measuring deviation from expected non-interaction effect. (1) Drug 1: C1C(C(OC1N2C=NC3=C(N=C(N=C32)Cl)N)CO)O. Drug 2: C1CN(CCN1C(=O)CCBr)C(=O)CCBr. Cell line: DU-145. Synergy scores: CSS=32.2, Synergy_ZIP=-2.29, Synergy_Bliss=0.459, Synergy_Loewe=0.813, Synergy_HSA=0.0231. (2) Cell line: HT29. Drug 1: CC1=C(C=C(C=C1)NC2=NC=CC(=N2)N(C)C3=CC4=NN(C(=C4C=C3)C)C)S(=O)(=O)N.Cl. Drug 2: CCC1=CC2CC(C3=C(CN(C2)C1)C4=CC=CC=C4N3)(C5=C(C=C6C(=C5)C78CCN9C7C(C=CC9)(C(C(C8N6C)(C(=O)OC)O)OC(=O)C)CC)OC)C(=O)OC.C(C(C(=O)O)O)(C(=O)O)O. Synergy scores: CSS=66.0, Synergy_ZIP=21.4, Synergy_Bliss=19.4, Synergy_Loewe=-27.5, Synergy_HSA=17.6. (3) Drug 1: CCC1(CC2CC(C3=C(CCN(C2)C1)C4=CC=CC=C4N3)(C5=C(C=C6C(=C5)C78CCN9C7C(C=CC9)(C(C(C8N6C)(C(=O)OC)O)OC(=O)C)CC)OC)C(=O)OC)O.OS(=O)(=O)O. Drug 2: CC1=C(C(=O)C2=C(C1=O)N3CC4C(C3(C2COC(=O)N)OC)N4)N. Cell line: OVCAR-5. Synergy scores: CSS=36.3, Synergy_ZIP=2.41, Synergy_Bliss=3.92, Synergy_Loewe=3.93, Synergy_HSA=5.52. (4) Drug 1: C1=CC(=CC=C1C#N)C(C2=CC=C(C=C2)C#N)N3C=NC=N3. Drug 2: CCN(CC)CCCC(C)NC1=C2C=C(C=CC2=NC3=C1C=CC(=C3)Cl)OC. Cell line: NCI-H322M. Synergy scores: CSS=18.8, Synergy_ZIP=-5.83, Synergy_Bliss=0.122, Synergy_Loewe=0.457, Synergy_HSA=1.67. (5) Drug 1: CC12CCC(CC1=CCC3C2CCC4(C3CC=C4C5=CN=CC=C5)C)O. Drug 2: CC1=C(C=C(C=C1)NC(=O)C2=CC=C(C=C2)CN3CCN(CC3)C)NC4=NC=CC(=N4)C5=CN=CC=C5. Cell line: COLO 205. Synergy scores: CSS=-3.53, Synergy_ZIP=2.88, Synergy_Bliss=-0.564, Synergy_Loewe=-4.84, Synergy_HSA=-5.68.